From a dataset of Forward reaction prediction with 1.9M reactions from USPTO patents (1976-2016). Predict the product of the given reaction. (1) Given the reactants Cl[CH2:2][C:3]1[N:8]2[C:9]3[CH:10]=[CH:11][CH:12]=[C:13]([F:16])[C:14]=3[CH:15]=[C:7]2[C:6]2[N:17]=[C:18]([C:21]3[C:22]([N:41]([CH3:46])[S:42]([CH3:45])(=[O:44])=[O:43])=[CH:23][C:24]4[O:28][C:27]([C:29]5[CH:34]=[CH:33][C:32]([F:35])=[CH:31][CH:30]=5)=[C:26]([C:36]([NH:38][CH3:39])=[O:37])[C:25]=4[CH:40]=3)[CH:19]=[CH:20][C:5]=2[N:4]=1.Cl.[F:48][CH:49]1[CH2:52][NH:51][CH2:50]1.C([O-])([O-])=O.[Cs+].[Cs+].O, predict the reaction product. The product is: [F:16][C:13]1[C:14]2[CH:15]=[C:7]3[C:6]4[N:17]=[C:18]([C:21]5[C:22]([N:41]([CH3:46])[S:42]([CH3:45])(=[O:44])=[O:43])=[CH:23][C:24]6[O:28][C:27]([C:29]7[CH:34]=[CH:33][C:32]([F:35])=[CH:31][CH:30]=7)=[C:26]([C:36]([NH:38][CH3:39])=[O:37])[C:25]=6[CH:40]=5)[CH:19]=[CH:20][C:5]=4[N:4]=[C:3]([CH2:2][N:51]4[CH2:52][CH:49]([F:48])[CH2:50]4)[N:8]3[C:9]=2[CH:10]=[CH:11][CH:12]=1. (2) Given the reactants [CH:1]1([C:4]2[CH:9]=[CH:8][N:7]=[CH:6][C:5]=2[N:10]2[CH2:14][CH2:13][NH:12][C:11]2=[O:15])[CH2:3][CH2:2]1.Br[C:17]1[C:25]([F:26])=[CH:24][C:20]2[S:21][CH:22]=[CH:23][C:19]=2[CH:18]=1.CN[C@@H]1CCCC[C@H]1NC.P([O-])([O-])([O-])=O.[K+].[K+].[K+], predict the reaction product. The product is: [CH:1]1([C:4]2[CH:9]=[CH:8][N:7]=[CH:6][C:5]=2[N:10]2[CH2:14][CH2:13][N:12]([C:17]3[C:25]([F:26])=[CH:24][C:20]4[S:21][CH:22]=[CH:23][C:19]=4[CH:18]=3)[C:11]2=[O:15])[CH2:3][CH2:2]1. (3) Given the reactants [C:1]1([C@H:7]([NH:41][C:42]([O:44][C@@H:45]2[CH:50]3[CH2:51][CH2:52][N:47]([CH2:48][CH2:49]3)[CH2:46]2)=[O:43])[C:8]2[CH:9]=[C:10]([CH:38]=[CH:39][CH:40]=2)[O:11][CH2:12][C:13]2[CH:37]=[CH:36][C:16]([C:17]([N:19]3[CH2:24][CH2:23][CH:22]([C:25]([O:27][CH2:28][CH2:29][CH2:30][CH:31]4OCC[O:32]4)=[O:26])[CH2:21][CH2:20]3)=[O:18])=[CH:15][CH:14]=2)[CH:6]=[CH:5][CH:4]=[CH:3][CH:2]=1.Cl, predict the reaction product. The product is: [C:1]1([C@H:7]([NH:41][C:42]([O:44][C@@H:45]2[CH:50]3[CH2:49][CH2:48][N:47]([CH2:52][CH2:51]3)[CH2:46]2)=[O:43])[C:8]2[CH:9]=[C:10]([CH:38]=[CH:39][CH:40]=2)[O:11][CH2:12][C:13]2[CH:37]=[CH:36][C:16]([C:17]([N:19]3[CH2:20][CH2:21][CH:22]([C:25]([O:27][CH2:28][CH2:29][CH2:30][CH:31]=[O:32])=[O:26])[CH2:23][CH2:24]3)=[O:18])=[CH:15][CH:14]=2)[CH:2]=[CH:3][CH:4]=[CH:5][CH:6]=1. (4) Given the reactants Br[CH2:2][C:3](=O)[C:4]([CH3:7])([CH3:6])[CH3:5].[NH2:9][C:10]1[N:19]=[CH:18][CH:17]=[CH:16][C:11]=1[C:12]([O:14][CH3:15])=[O:13], predict the reaction product. The product is: [C:4]([C:3]1[N:9]=[C:10]2[C:11]([C:12]([O:14][CH3:15])=[O:13])=[CH:16][CH:17]=[CH:18][N:19]2[CH:2]=1)([CH3:7])([CH3:6])[CH3:5]. (5) Given the reactants [Br:1][C:2]1[CH:7]=[CH:6][C:5]([OH:8])=[C:4]([N+:9]([O-:11])=[O:10])[CH:3]=1.[C:12]([O:16][C:17](=[O:23])[NH:18][CH2:19][CH2:20][CH2:21]Br)([CH3:15])([CH3:14])[CH3:13].C(=O)([O-])[O-].[Cs+].[Cs+].[I-].[K+], predict the reaction product. The product is: [Br:1][C:2]1[CH:7]=[CH:6][C:5]([O:8][CH2:21][CH2:20][CH2:19][NH:18][C:17](=[O:23])[O:16][C:12]([CH3:15])([CH3:14])[CH3:13])=[C:4]([N+:9]([O-:11])=[O:10])[CH:3]=1.